This data is from Full USPTO retrosynthesis dataset with 1.9M reactions from patents (1976-2016). The task is: Predict the reactants needed to synthesize the given product. (1) Given the product [CH3:19][C:14]1[C:13]([C:11]([C:10]2[S:9][C:8]([NH2:20])=[N:7][C:6]=2[C:2]2[O:1][CH:5]=[CH:4][CH:3]=2)=[O:12])=[CH:18][CH:17]=[CH:16][N:15]=1, predict the reactants needed to synthesize it. The reactants are: [O:1]1[CH:5]=[CH:4][CH:3]=[C:2]1[C:6]1[N:7]=[C:8]([NH:20]C(=O)OC(C)(C)C)[S:9][C:10]=1[C:11]([C:13]1[C:14]([CH3:19])=[N:15][CH:16]=[CH:17][CH:18]=1)=[O:12]. (2) Given the product [Cl:31][C:30]1[CH:10]=[CH:11][C:12]([C:17]2[CH:22]=[CH:21][CH:20]=[CH:19][CH:18]=2)([C:23]2[CH:24]=[CH:25][CH:26]=[CH:27][CH:28]=2)[CH2:13][C:14]=1[CH:15]=[O:16], predict the reactants needed to synthesize it. The reactants are: P(Cl)(Cl)(Cl)=O.CN(C=[C:10]1[C:15](=[O:16])[CH:14]=[CH:13][C:12]([C:23]2[CH:28]=[CH:27][CH:26]=[CH:25][CH:24]=2)([C:17]2[CH:22]=[CH:21][CH:20]=[CH:19][CH:18]=2)[CH2:11]1)C.Cl[CH2:30][Cl:31]. (3) Given the product [Cl:8][C:9]1[N:10]=[CH:11][C:12]([C:13]([N:1]2[CH2:7][CH2:6][CH2:5][NH:4][CH2:3][CH2:2]2)=[O:14])=[CH:18][CH:19]=1, predict the reactants needed to synthesize it. The reactants are: [NH:1]1[CH2:7][CH2:6][CH2:5][NH:4][CH2:3][CH2:2]1.[Cl:8][C:9]1[CH:19]=[CH:18][C:12]([C:13](OCC)=[O:14])=[CH:11][N:10]=1.C([Li])CCCCC.CC([O-])=O.[Na+].CC(O)=O.C([O-])(=O)C.[Na+]. (4) The reactants are: C[O:2][C:3](=[O:25])[C:4]1[CH:9]=[CH:8][C:7]([NH:10][C:11]2[N:16]=[C:15]([NH:17][C:18]3[CH:23]=[CH:22][C:21]([F:24])=[CH:20][CH:19]=3)[CH:14]=[CH:13][N:12]=2)=[CH:6][CH:5]=1.[OH-].[Na+].O.O1CCOCC1. Given the product [F:24][C:21]1[CH:20]=[CH:19][C:18]([NH:17][C:15]2[CH:14]=[CH:13][N:12]=[C:11]([NH:10][C:7]3[CH:8]=[CH:9][C:4]([C:3]([OH:25])=[O:2])=[CH:5][CH:6]=3)[N:16]=2)=[CH:23][CH:22]=1, predict the reactants needed to synthesize it. (5) Given the product [C:35]([C:32]1([NH:31][C:29]([CH:14]2[CH2:13][CH:12]([S:9]([C:3]3[CH:4]=[CH:5][C:6]([N:37]4[CH:41]=[CH:40][CH:39]=[N:38]4)=[CH:7][C:2]=3[Cl:1])(=[O:11])=[O:10])[CH2:16][N:15]2[C:17]2[N:21]([CH:22]3[CH2:27][CH2:26][O:25][CH2:24][CH2:23]3)[N:20]=[C:19]([CH3:28])[CH:18]=2)=[O:30])[CH2:34][CH2:33]1)#[N:36], predict the reactants needed to synthesize it. The reactants are: [Cl:1][C:2]1[CH:7]=[C:6](F)[CH:5]=[CH:4][C:3]=1[S:9]([C@H:12]1[CH2:16][N:15]([C:17]2[N:21]([CH:22]3[CH2:27][CH2:26][O:25][CH2:24][CH2:23]3)[N:20]=[C:19]([CH3:28])[CH:18]=2)[C@H:14]([C:29]([NH:31][C:32]2([C:35]#[N:36])[CH2:34][CH2:33]2)=[O:30])[CH2:13]1)(=[O:11])=[O:10].[NH:37]1[CH:41]=[CH:40][CH:39]=[N:38]1.